Dataset: Full USPTO retrosynthesis dataset with 1.9M reactions from patents (1976-2016). Task: Predict the reactants needed to synthesize the given product. (1) Given the product [C:22]([C@@H:19]1[CH2:20][CH2:21][C@H:16]([CH:15]([NH:26][C:27]([NH:29][C:30]2[CH:31]=[CH:32][C:33]([O:36][C:37]([F:38])([F:39])[F:40])=[CH:34][CH:35]=2)=[O:28])[C:12]2[CH:13]=[CH:14][C:9]([C:8]([NH:7][CH2:6][CH2:5][C:4]([OH:42])=[O:3])=[O:41])=[CH:10][CH:11]=2)[CH2:17][CH2:18]1)([CH3:25])([CH3:23])[CH3:24], predict the reactants needed to synthesize it. The reactants are: C([O:3][C:4](=[O:42])[CH2:5][CH2:6][NH:7][C:8](=[O:41])[C:9]1[CH:14]=[CH:13][C:12]([CH:15]([NH:26][C:27]([NH:29][C:30]2[CH:35]=[CH:34][C:33]([O:36][C:37]([F:40])([F:39])[F:38])=[CH:32][CH:31]=2)=[O:28])[C@H:16]2[CH2:21][CH2:20][C@@H:19]([C:22]([CH3:25])([CH3:24])[CH3:23])[CH2:18][CH2:17]2)=[CH:11][CH:10]=1)C.[OH-].[Na+]. (2) Given the product [N+:7]([C:10]1[CH:11]=[C:12]2[C:16](=[CH:17][CH:18]=1)[NH:15][N:14]=[C:13]2[NH:19][C:1](=[O:5])[CH2:2][CH2:3][CH3:4])([O-:9])=[O:8], predict the reactants needed to synthesize it. The reactants are: [C:1](Cl)(=[O:5])[CH2:2][CH2:3][CH3:4].[N+:7]([C:10]1[CH:11]=[C:12]2[C:16](=[CH:17][CH:18]=1)[NH:15][N:14]=[C:13]2[NH2:19])([O-:9])=[O:8]. (3) Given the product [CH3:13][S:14][C:4]1[C:9]([N+:10]([O-:12])=[O:11])=[CH:8][CH:7]=[CH:6][N:5]=1, predict the reactants needed to synthesize it. The reactants are: CO.Cl[C:4]1[C:9]([N+:10]([O-:12])=[O:11])=[CH:8][CH:7]=[CH:6][N:5]=1.[CH3:13][S-:14].[Na+].